Dataset: Full USPTO retrosynthesis dataset with 1.9M reactions from patents (1976-2016). Task: Predict the reactants needed to synthesize the given product. Given the product [CH3:21][O:22][C:23]1[N:28]=[CH:27][C:26]([C:2]2[CH:20]=[CH:19][C:5]3[N:6]=[C:7]([C@H:9]4[CH2:12][C@H:11]([N:13]5[CH2:17][CH2:16][CH2:15][C@@H:14]5[CH3:18])[CH2:10]4)[S:8][C:4]=3[CH:3]=2)=[CH:25][N:24]=1, predict the reactants needed to synthesize it. The reactants are: Br[C:2]1[CH:20]=[CH:19][C:5]2[N:6]=[C:7]([C@H:9]3[CH2:12][C@H:11]([N:13]4[CH2:17][CH2:16][CH2:15][C@H:14]4[CH3:18])[CH2:10]3)[S:8][C:4]=2[CH:3]=1.[CH3:21][O:22][C:23]1[N:28]=[CH:27][C:26](B(O)O)=[CH:25][N:24]=1.N1C=C(B(O)O)C=NC=1.